This data is from Catalyst prediction with 721,799 reactions and 888 catalyst types from USPTO. The task is: Predict which catalyst facilitates the given reaction. (1) Reactant: [N:1]1([S:11]([C:14]2[CH:15]=[C:16]([NH:20][C:21]([NH:23][C:24]3[CH:33]=[CH:32][CH:31]=[C:30]([N+:34]([O-:36])=[O:35])[C:25]=3[C:26]([O:28]C)=O)=[O:22])[CH:17]=[CH:18][CH:19]=2)(=[O:13])=[O:12])[C:10]2[C:5](=[CH:6][CH:7]=[CH:8][CH:9]=2)[CH2:4][CH2:3][CH2:2]1.C[O-].[Na+].O. Product: [N:1]1([S:11]([C:14]2[CH:15]=[C:16]([N:20]3[C:26](=[O:28])[C:25]4[C:24](=[CH:33][CH:32]=[CH:31][C:30]=4[N+:34]([O-:36])=[O:35])[NH:23][C:21]3=[O:22])[CH:17]=[CH:18][CH:19]=2)(=[O:12])=[O:13])[C:10]2[C:5](=[CH:6][CH:7]=[CH:8][CH:9]=2)[CH2:4][CH2:3][CH2:2]1. The catalyst class is: 5. (2) Reactant: CS(Cl)(=O)=O.C(=O)(O)[O-].[Na+].[NH2:11][CH:12]([CH2:17][C:18]1[CH:23]=[C:22]([F:24])[C:21]([F:25])=[CH:20][C:19]=1[F:26])[CH2:13][C:14](O)=[O:15]. Product: [F:26][C:19]1[CH:20]=[C:21]([F:25])[C:22]([F:24])=[CH:23][C:18]=1[CH2:17][CH:12]1[NH:11][C:14](=[O:15])[CH2:13]1. The catalyst class is: 10. (3) Reactant: [CH2:1]([O:8][C:9]([C:11]1[S:22][C:14]2[N:15]([CH3:21])[C:16](=[O:20])[NH:17][C:18](=[O:19])[C:13]=2[CH:12]=1)=[O:10])[C:2]1[CH:7]=[CH:6][CH:5]=[CH:4][CH:3]=1.[H-].[Na+].Cl[CH2:26][C:27]1[CH:32]=[CH:31][CH:30]=[C:29]([O:33][CH3:34])[CH:28]=1. Product: [CH2:1]([O:8][C:9]([C:11]1[S:22][C:14]2[N:15]([CH3:21])[C:16](=[O:20])[N:17]([CH2:26][C:27]3[CH:32]=[CH:31][CH:30]=[C:29]([O:33][CH3:34])[CH:28]=3)[C:18](=[O:19])[C:13]=2[CH:12]=1)=[O:10])[C:2]1[CH:3]=[CH:4][CH:5]=[CH:6][CH:7]=1. The catalyst class is: 9. (4) Reactant: [C:1]([C:5]1[CH:6]=[C:7]([CH2:22][OH:23])[C:8]([O:20][CH3:21])=[C:9]([NH:11][C:12](=[O:19])OCC(Cl)(Cl)Cl)[CH:10]=1)([CH3:4])([CH3:3])[CH3:2].[NH2:24][CH:25]1[CH2:33][C:32]2[C:27](=[CH:28][CH:29]=[CH:30][CH:31]=2)[CH2:26]1.C(N(CC)C(C)C)(C)C. Product: [C:1]([C:5]1[CH:6]=[C:7]([CH2:22][OH:23])[C:8]([O:20][CH3:21])=[C:9]([NH:11][C:12]([NH:24][CH:25]2[CH2:33][C:32]3[C:27](=[CH:28][CH:29]=[CH:30][CH:31]=3)[CH2:26]2)=[O:19])[CH:10]=1)([CH3:2])([CH3:3])[CH3:4]. The catalyst class is: 10. (5) Reactant: [C:1]([C:5]1[CH:10]=[CH:9][C:8]([S:11]([NH:14][C:15]2[C:16]([N:22]3[CH:26]=[C:25]([C:27]([OH:29])=O)[CH:24]=[N:23]3)=[N:17][CH:18]=[C:19]([Cl:21])[CH:20]=2)(=[O:13])=[O:12])=[CH:7][CH:6]=1)([CH3:4])([CH3:3])[CH3:2].C(Cl)(=O)C(Cl)=O.[NH:36]1[CH:40]=[CH:39]N=N1.C([O-])([O-])=O.[K+].[K+].S1(CCCC1)(=O)=O. Product: [C:1]([C:5]1[CH:6]=[CH:7][C:8]([S:11]([NH:14][C:15]2[C:16]([N:22]3[CH:26]=[C:25]([C:27]4[O:29][CH:39]=[CH:40][N:36]=4)[CH:24]=[N:23]3)=[N:17][CH:18]=[C:19]([Cl:21])[CH:20]=2)(=[O:12])=[O:13])=[CH:9][CH:10]=1)([CH3:3])([CH3:4])[CH3:2]. The catalyst class is: 676. (6) Reactant: [H-].[Al+3].[Li+].[H-].[H-].[H-].Br[C:8]1[CH:16]=[CH:15][C:14]2[C:10](=[CH:11][N:12]([CH2:17][CH3:18])[N:13]=2)[C:9]=1[C:19](OC)=[O:20].O.O.O.O.O.O.O.O.O.O.S([O-])([O-])(=O)=O.[Na+].[Na+]. Product: [CH2:17]([N:12]1[CH:11]=[C:10]2[C:14]([CH:15]=[CH:16][CH:8]=[C:9]2[CH2:19][OH:20])=[N:13]1)[CH3:18]. The catalyst class is: 7. (7) Reactant: S(=O)(=O)(O)O.[F-:6].C([N+](CCCC)(CCCC)CCCC)CCC.[Br:24][C:25]1[CH:26]=[C:27]([N+]([O-])=O)[C:28]([C:31]#[N:32])=[N:29][CH:30]=1.Cl. Product: [Br:24][C:25]1[CH:26]=[C:27]([F:6])[C:28]([C:31]#[N:32])=[N:29][CH:30]=1. The catalyst class is: 3.